Dataset: Reaction yield outcomes from USPTO patents with 853,638 reactions. Task: Predict the reaction yield, written as a fraction of the theoretical maximum amount of product (1.0 means a 100% yield; for example, 0.34 means a 34% yield). The catalyst is C1COCC1. The product is [CH3:7][C:8]1[CH:9]=[CH:10][C:11]2[O:12][CH2:13][CH2:14][NH:15][C:16]=2[N:17]=1. The yield is 1.00. The reactants are [H-].[Al+3].[Li+].[H-].[H-].[H-].[CH3:7][C:8]1[CH:9]=[CH:10][C:11]2[O:12][CH2:13][C:14](=O)[NH:15][C:16]=2[N:17]=1.